From a dataset of Catalyst prediction with 721,799 reactions and 888 catalyst types from USPTO. Predict which catalyst facilitates the given reaction. (1) Reactant: [H-].[Al+3].[Li+].[H-].[H-].[H-].[CH2:7]([O:11][CH2:12][C:13]1[CH:20]=[CH:19][C:16]([C:17]#[N:18])=[CH:15][CH:14]=1)[CH2:8][CH2:9][CH3:10].N. Product: [CH2:7]([O:11][CH2:12][C:13]1[CH:14]=[CH:15][C:16]([CH2:17][NH2:18])=[CH:19][CH:20]=1)[CH2:8][CH2:9][CH3:10]. The catalyst class is: 7. (2) Reactant: BrN1[C:6](=O)[CH2:5][CH2:4]C1=O.[CH2:9]([O:12][C:13](=[O:32])[NH:14][C:15]1[CH:20]=[CH:19][CH:18]=[C:17]([C:21](=O)[CH2:22][C:23]2[CH:28]=[CH:27][N:26]=[C:25]([Cl:29])[N:24]=2)[C:16]=1[F:31])[CH:10]=[CH2:11].CC([N:37]([C:41]([CH3:46])([CH3:45])[C:42]([NH2:44])=[S:43])[C:38](=[O:40])[O-:39])(C)C.Cl[CH2:48]Cl. Product: [CH2:9]([O:12][C:13](=[O:32])[NH:14][C:15]1[CH:20]=[CH:19][CH:18]=[C:17]([C:21]2[N:44]=[C:42]([C:41]([NH:37][C:38]([O:39][C:5]([CH3:4])([CH3:6])[CH3:48])=[O:40])([CH3:45])[CH3:46])[S:43][C:22]=2[C:23]2[CH:28]=[CH:27][N:26]=[C:25]([Cl:29])[N:24]=2)[C:16]=1[F:31])[CH:10]=[CH2:11]. The catalyst class is: 25. (3) Reactant: [CH2:1]([N:8]1[C:17]2[C:12](=[CH:13][CH:14]=[CH:15][N:16]=2)[CH:11]=[C:10]([C:18](O)=[O:19])[C:9]1=[O:21])[C:2]1[CH:7]=[CH:6][CH:5]=[CH:4][CH:3]=1.C(Cl)(=O)C([Cl:25])=O.CN(C)C=O. Product: [CH2:1]([N:8]1[C:17]2[C:12](=[CH:13][CH:14]=[CH:15][N:16]=2)[CH:11]=[C:10]([C:18]([Cl:25])=[O:19])[C:9]1=[O:21])[C:2]1[CH:7]=[CH:6][CH:5]=[CH:4][CH:3]=1. The catalyst class is: 4. (4) Reactant: Br[C:2]1[CH:7]=[CH:6][CH:5]=[CH:4][C:3]=1[CH:8]1[CH2:10][CH:9]1[CH:11]1[CH2:13][CH2:12]1.[CH2:14]([NH2:21])[C:15]1[CH:20]=[CH:19][CH:18]=[CH:17][CH:16]=1.C([O-])(C)(C)C.[Na+].C(OCC)(=O)C. Product: [CH2:14]([NH:21][C:2]1[CH:7]=[CH:6][CH:5]=[CH:4][C:3]=1[CH:8]1[CH2:10][CH:9]1[CH:11]1[CH2:13][CH2:12]1)[C:15]1[CH:20]=[CH:19][CH:18]=[CH:17][CH:16]=1. The catalyst class is: 216. (5) Reactant: C(=O)([O-])[O-].[K+].[K+].[CH2:7]([NH2:11])[CH2:8][CH2:9][CH3:10].Cl[C:13]1[N:18]=[C:17]([NH:19][CH2:20][CH2:21][CH2:22][N:23]2[CH2:28][CH2:27][CH2:26][CH2:25][CH2:24]2)[C:16]([N+:29]([O-:31])=[O:30])=[CH:15][CH:14]=1. Product: [CH2:7]([NH:11][C:13]1[N:18]=[C:17]([NH:19][CH2:20][CH2:21][CH2:22][N:23]2[CH2:24][CH2:25][CH2:26][CH2:27][CH2:28]2)[C:16]([N+:29]([O-:31])=[O:30])=[CH:15][CH:14]=1)[CH2:8][CH2:9][CH3:10]. The catalyst class is: 10. (6) Reactant: [F:1][C:2]1[C:7]([F:8])=[C:6]([O:9][CH2:10][CH3:11])[CH:5]=[C:4]([CH3:12])[C:3]=1[CH:13]=[CH:14][CH:15]1[CH2:20][CH2:19][CH:18]([CH2:21][CH2:22][CH2:23][CH2:24][CH3:25])[CH2:17][CH2:16]1.[H][H]. Product: [F:1][C:2]1[C:7]([F:8])=[C:6]([O:9][CH2:10][CH3:11])[CH:5]=[C:4]([CH3:12])[C:3]=1[CH2:13][CH2:14][CH:15]1[CH2:20][CH2:19][CH:18]([CH2:21][CH2:22][CH2:23][CH2:24][CH3:25])[CH2:17][CH2:16]1. The catalyst class is: 787. (7) Reactant: [F:1][C:2]([F:9])([F:8])[C:3](=[CH2:7])[C:4](Cl)=[O:5].[OH:10][CH:11]1[CH2:16][CH2:15][O:14][C:12]1=[O:13].C(N(CC)CC)C.O1CCCC1. Product: [F:1][C:2]([F:9])([F:8])[C:3](=[CH2:7])[C:4]([O:10][CH:11]1[CH2:16][CH2:15][O:14][C:12]1=[O:13])=[O:5]. The catalyst class is: 69.